This data is from Catalyst prediction with 721,799 reactions and 888 catalyst types from USPTO. The task is: Predict which catalyst facilitates the given reaction. (1) Reactant: [CH2:1]1[C:10]2[C:5](=[C:6]([CH2:11][OH:12])[CH:7]=[CH:8][CH:9]=2)[CH2:4][CH2:3][C:2]21[O:16][CH2:15][CH2:14][O:13]2.[CH3:17][O:18][C:19]1[CH:24]=[CH:23][C:22](O)=[CH:21][CH:20]=1.C1C=CC(P(C2C=CC=CC=2)C2C=CC=CC=2)=CC=1.CCOC(/N=N/C(OCC)=O)=O. Product: [CH3:17][O:18][C:19]1[CH:24]=[CH:23][C:22]([O:12][CH2:11][C:6]2[CH:7]=[CH:8][CH:9]=[C:10]3[C:5]=2[CH2:4][CH2:3][C:2]2([O:13][CH2:14][CH2:15][O:16]2)[CH2:1]3)=[CH:21][CH:20]=1. The catalyst class is: 1. (2) Reactant: [H-].[Na+].[Br:3][C:4]1[CH:5]=[C:6]([NH:10][C:11](=[O:13])[CH3:12])[CH:7]=[CH:8][CH:9]=1.[CH2:14](I)[CH3:15].CN(C)C=O. Product: [Br:3][C:4]1[CH:5]=[C:6]([N:10]([CH2:14][CH3:15])[C:11](=[O:13])[CH3:12])[CH:7]=[CH:8][CH:9]=1. The catalyst class is: 7. (3) Reactant: [Br:1][C:2]1[C:3]([OH:15])=[C:4]([O:13][CH3:14])[C:5]([N+:10]([O-])=O)=[C:6]([CH:9]=1)[CH:7]=[O:8].O. Product: [NH2:10][C:5]1[C:4]([O:13][CH3:14])=[C:3]([OH:15])[C:2]([Br:1])=[CH:9][C:6]=1[CH:7]=[O:8]. The catalyst class is: 314. (4) Reactant: [Br:1][C:2]1[CH:3]=[C:4]2[C:8](=[CH:9][C:10]=1[F:11])[NH:7][C:6](=[O:12])[C:5]2=O.[OH-:14].[Na+].[N+:16]([O-])([O-])=O.[Na+].OS(O)(=O)=O.[Sn](Cl)Cl. Product: [Br:1][C:2]1[CH:3]=[C:4]2[C:8](=[CH:9][C:10]=1[F:11])[NH:7][N:16]=[C:5]2[C:6]([OH:12])=[O:14]. The catalyst class is: 223. (5) Reactant: [Cl:1][C:2]1[CH:3]=[C:4]2[C:9](=[CH:10][CH:11]=1)[N:8]([CH:12]1[CH2:17][CH2:16][NH:15][CH2:14][CH2:13]1)[C:7](=[O:18])[CH2:6][CH2:5]2.[CH3:19][S:20]([N:23]1[CH2:28][CH2:27][C:26]2[N:29]([CH2:42][CH:43]3[CH2:45][O:44]3)[N:30]=[C:31]([C:32]3[CH:37]=[CH:36][C:35]([C:38]([F:41])([F:40])[F:39])=[CH:34][CH:33]=3)[C:25]=2[CH2:24]1)(=[O:22])=[O:21].CCN(CC)CC. Product: [Cl:1][C:2]1[CH:3]=[C:4]2[C:9](=[CH:10][CH:11]=1)[N:8]([CH:12]1[CH2:13][CH2:14][N:15]([CH2:45][CH:43]([OH:44])[CH2:42][N:29]3[C:26]4[CH2:27][CH2:28][N:23]([S:20]([CH3:19])(=[O:22])=[O:21])[CH2:24][C:25]=4[C:31]([C:32]4[CH:37]=[CH:36][C:35]([C:38]([F:40])([F:41])[F:39])=[CH:34][CH:33]=4)=[N:30]3)[CH2:16][CH2:17]1)[C:7](=[O:18])[CH2:6][CH2:5]2. The catalyst class is: 14. (6) The catalyst class is: 80. Product: [F:31][C:32]1[CH:39]=[CH:38][CH:37]=[CH:36][C:33]=1[CH2:34][N:17]([CH2:16][C:14]1[S:15][C:11]([C:7]2[CH:8]=[CH:9][CH:10]=[C:5]([S:2]([CH3:1])(=[O:3])=[O:4])[CH:6]=2)=[CH:12][CH:13]=1)[S:18]([C:21]1[CH:26]=[CH:25][CH:24]=[CH:23][C:22]=1[C:27]([F:30])([F:28])[F:29])(=[O:20])=[O:19]. Reactant: [CH3:1][S:2]([C:5]1[CH:6]=[C:7]([C:11]2[S:15][C:14]([CH2:16][NH:17][S:18]([C:21]3[CH:26]=[CH:25][CH:24]=[CH:23][C:22]=3[C:27]([F:30])([F:29])[F:28])(=[O:20])=[O:19])=[CH:13][CH:12]=2)[CH:8]=[CH:9][CH:10]=1)(=[O:4])=[O:3].[F:31][C:32]1[CH:39]=[CH:38][CH:37]=[CH:36][C:33]=1[CH2:34]Br.C(=O)([O-])[O-].[Cs+].[Cs+]. (7) Reactant: CS(O/[N:6]=[C:7]1\[CH2:8][C:9]2([CH2:18][CH2:17]2)[C:10]2[C:15]\1=[CH:14][CH:13]=[C:12]([Br:16])[CH:11]=2)(=O)=O.B(F)(F)F.C[OH:24]. Product: [Br:16][C:12]1[CH:11]=[C:10]2[C:15](=[CH:14][CH:13]=1)[C:7](=[O:24])[NH:6][CH2:8][C:9]12[CH2:18][CH2:17]1. The catalyst class is: 388. (8) Reactant: [NH2:1][C:2]1[S:6][N:5]=[C:4]([CH3:7])[C:3]=1[C:8]([NH:10][C:11]1[CH:16]=[CH:15][CH:14]=[CH:13][C:12]=1[CH2:17][CH3:18])=[O:9].Cl[C:20]1[N:27]=[CH:26][CH:25]=[CH:24][C:21]=1[C:22]#[N:23].C(=O)([O-])[O-].[Cs+].[Cs+].CC1(C)C2C(=C(P(C3C=CC=CC=3)C3C=CC=CC=3)C=CC=2)OC2C(P(C3C=CC=CC=3)C3C=CC=CC=3)=CC=CC1=2. Product: [C:22]([C:21]1[C:20]([NH:1][C:2]2[S:6][N:5]=[C:4]([CH3:7])[C:3]=2[C:8]([NH:10][C:11]2[CH:16]=[CH:15][CH:14]=[CH:13][C:12]=2[CH2:17][CH3:18])=[O:9])=[N:27][CH:26]=[CH:25][CH:24]=1)#[N:23]. The catalyst class is: 160. (9) Reactant: [C:1]([C:5]1[CH:9]=[C:8]([C:10]([OH:12])=O)[N:7]([CH3:13])[N:6]=1)([CH3:4])([CH3:3])[CH3:2].CN(C)C=O.C(Cl)(=O)C(Cl)=O.[NH2:25][C:26]1[CH:27]=[C:28]([CH:45]=[CH:46][C:47]=1[CH3:48])[O:29][C:30]1[CH:31]=[CH:32][C:33]2[N:34]([CH:36]=[C:37]([NH:39][C:40]([CH:42]3[CH2:44][CH2:43]3)=[O:41])[N:38]=2)[N:35]=1. Product: [C:1]([C:5]1[CH:9]=[C:8]([C:10]([NH:25][C:26]2[CH:27]=[C:28]([O:29][C:30]3[CH:31]=[CH:32][C:33]4[N:34]([CH:36]=[C:37]([NH:39][C:40]([CH:42]5[CH2:43][CH2:44]5)=[O:41])[N:38]=4)[N:35]=3)[CH:45]=[CH:46][C:47]=2[CH3:48])=[O:12])[N:7]([CH3:13])[N:6]=1)([CH3:2])([CH3:3])[CH3:4]. The catalyst class is: 722.